Dataset: Forward reaction prediction with 1.9M reactions from USPTO patents (1976-2016). Task: Predict the product of the given reaction. (1) Given the reactants [F:1][C:2]1[C:7]([F:8])=[CH:6][CH:5]=[CH:4][C:3]=1[C@@H:9]1[CH2:19][CH:18]=[C:17]([CH2:20][C:21](=[O:38])[N:22]2[CH2:27][CH2:26][CH:25]([N:28]3[C:36]4[C:31](=[N:32][CH:33]=[CH:34][CH:35]=4)[NH:30][C:29]3=[O:37])[CH2:24][CH2:23]2)[C:12]2=[N:13][CH:14]=[CH:15][N:16]=[C:11]2[C@H:10]1[NH:39]C(=O)OC(C)(C)C.FC(F)(F)C(O)=O.CO, predict the reaction product. The product is: [NH2:39][C@@H:10]1[C:11]2[C:12](=[N:13][CH:14]=[CH:15][N:16]=2)[C:17]([CH2:20][C:21]([N:22]2[CH2:23][CH2:24][CH:25]([N:28]3[C:36]4[C:31](=[N:32][CH:33]=[CH:34][CH:35]=4)[NH:30][C:29]3=[O:37])[CH2:26][CH2:27]2)=[O:38])=[CH:18][CH2:19][C@H:9]1[C:3]1[CH:4]=[CH:5][CH:6]=[C:7]([F:8])[C:2]=1[F:1]. (2) The product is: [Cl:1][C:2]1[C:10]2[N:9]=[C:8]3[N:11]([C:15]4[C:16]([CH3:23])=[N:17][C:18]([O:21][CH3:22])=[CH:19][CH:20]=4)[CH2:12][CH2:13][CH2:14][N:7]3[C:6]=2[C:5]([CH:24]([OH:25])[C:28]([F:31])([F:30])[F:29])=[CH:4][CH:3]=1. Given the reactants [Cl:1][C:2]1[CH:3]=[CH:4][C:5]([CH:24]=[O:25])=[C:6]2[C:10]=1[N:9]=[C:8]1[N:11]([C:15]3[C:16]([CH3:23])=[N:17][C:18]([O:21][CH3:22])=[CH:19][CH:20]=3)[CH2:12][CH2:13][CH2:14][N:7]21.C[Si](C)(C)[C:28]([F:31])([F:30])[F:29].[F-].C([N+](CCCC)(CCCC)CCCC)CCC.Cl, predict the reaction product. (3) Given the reactants [Br:1][C:2]1[CH:3]=[CH:4][C:5]([O:11][C:12]2[CH:17]=[CH:16][C:15]([I:18])=[C:14]([F:19])[C:13]=2[F:20])=[C:6]([CH:10]=1)[C:7]([OH:9])=O.S(=O)(=O)(O)O, predict the reaction product. The product is: [Br:1][C:2]1[CH:10]=[C:6]2[C:5]([O:11][C:12]3[C:13]([F:20])=[C:14]([F:19])[C:15]([I:18])=[CH:16][C:17]=3[C:7]2=[O:9])=[CH:4][CH:3]=1. (4) Given the reactants BrC1N=C2C=[N:9][NH:10][C:5]2=CC=1.[CH3:11][Si:12]([CH3:16])([CH3:15])[C:13]#[CH:14].[C:34]1(P([C:30]2[CH:35]=[CH:34][CH:33]=[CH:32]C=2)[C:34]2[CH:35]=[CH:30]C=[CH:32][CH:33]=2)[CH:35]=[CH:30]C=[CH:32][CH:33]=1.C([N:38](CC)CC)C, predict the reaction product. The product is: [CH3:11][Si:12]([C:13]#[C:14][C:35]1[CH:34]=[C:33]2[CH:32]=[N:9][NH:10][C:5]2=[N:38][CH:30]=1)([CH3:16])[CH3:15]. (5) Given the reactants C([Li])CCC.[F:6][C:7]1[CH:8]=[C:9]([CH2:14][C:15]([O:17][CH3:18])=[O:16])[CH:10]=[C:11]([F:13])[CH:12]=1.[Cl:19][C:20]1[CH:25]=[CH:24][C:23]([CH:26]([C:32]2[CH:37]=[CH:36][C:35]([Cl:38])=[CH:34][CH:33]=2)[N:27]2[CH2:30][C:29](=[O:31])[CH2:28]2)=[CH:22][CH:21]=1, predict the reaction product. The product is: [CH3:18][O:17][C:15](=[O:16])[CH:14]([C:29]1([OH:31])[CH2:30][N:27]([CH:26]([C:32]2[CH:37]=[CH:36][C:35]([Cl:38])=[CH:34][CH:33]=2)[C:23]2[CH:24]=[CH:25][C:20]([Cl:19])=[CH:21][CH:22]=2)[CH2:28]1)[C:9]1[CH:8]=[C:7]([F:6])[CH:12]=[C:11]([F:13])[CH:10]=1. (6) The product is: [CH3:21][O:20][C:18](=[O:19])[C:17]([OH:22])([C:16]([F:24])([F:23])[F:15])[C:11]1[C:12](=[O:13])[N:8]([C:5]2[CH:4]=[CH:3][C:2]([Cl:1])=[CH:7][CH:6]=2)[NH:9][C:10]=1[CH3:14]. Given the reactants [Cl:1][C:2]1[CH:7]=[CH:6][C:5]([N:8]2[C:12](=[O:13])[CH:11]=[C:10]([CH3:14])[NH:9]2)=[CH:4][CH:3]=1.[F:15][C:16]([F:24])([F:23])[C:17](=[O:22])[C:18]([O:20][CH3:21])=[O:19], predict the reaction product. (7) The product is: [F:17][C:18]1[CH:23]=[CH:22][C:21]([C:24]([F:27])([F:26])[F:25])=[CH:20][C:19]=1[NH:28][C:29]([NH:13][C:12]1[CH:14]=[CH:15][C:9]([B:4]2[O:3][C:2]([CH3:16])([CH3:1])[C:6]([CH3:7])([CH3:8])[O:5]2)=[CH:10][CH:11]=1)=[O:30]. Given the reactants [CH3:1][C:2]1([CH3:16])[C:6]([CH3:8])([CH3:7])[O:5][B:4]([C:9]2[CH:15]=[CH:14][C:12]([NH2:13])=[CH:11][CH:10]=2)[O:3]1.[F:17][C:18]1[CH:23]=[CH:22][C:21]([C:24]([F:27])([F:26])[F:25])=[CH:20][C:19]=1[N:28]=[C:29]=[O:30], predict the reaction product.